This data is from Full USPTO retrosynthesis dataset with 1.9M reactions from patents (1976-2016). The task is: Predict the reactants needed to synthesize the given product. (1) Given the product [F:17][C:14]1[CH:15]=[C:16]2[C:11]([C:10](/[CH:18]=[CH:19]/[C:20]([N:30]([CH:31]([CH3:33])[CH3:32])[NH:29][C:27](=[O:28])[C:26]3[CH:34]=[CH:35][CH:36]=[C:24]([F:23])[CH:25]=3)=[O:22])=[CH:9][N:8]2[C:6]([O:5][C:1]([CH3:4])([CH3:3])[CH3:2])=[O:7])=[CH:12][CH:13]=1, predict the reactants needed to synthesize it. The reactants are: [C:1]([O:5][C:6]([N:8]1[C:16]2[C:11](=[CH:12][CH:13]=[C:14]([F:17])[CH:15]=2)[C:10]([CH:18]=[CH:19][C:20]([OH:22])=O)=[CH:9]1)=[O:7])([CH3:4])([CH3:3])[CH3:2].[F:23][C:24]1[CH:25]=[C:26]([CH:34]=[CH:35][CH:36]=1)[C:27]([NH:29][NH:30][CH:31]([CH3:33])[CH3:32])=[O:28].CN(C(ON1N=NC2C=CC=NC1=2)=[N+](C)C)C.F[P-](F)(F)(F)(F)F.C(N(CC)C(C)C)(C)C. (2) Given the product [Br:13][C:14]1[C:15]2[S:9][C:8]([C:7]([O:11][CH3:12])=[O:10])=[CH:17][C:16]=2[CH:19]=[C:20]([C:22]([F:23])([F:24])[F:25])[CH:21]=1, predict the reactants needed to synthesize it. The reactants are: C(=O)([O-])[O-].[K+].[K+].[C:7]([O:11][CH3:12])(=[O:10])[CH2:8][SH:9].[Br:13][C:14]1[C:15](F)=[C:16]([CH:19]=[C:20]([C:22]([F:25])([F:24])[F:23])[CH:21]=1)[CH:17]=O.O. (3) The reactants are: [Cl:1][C:2]1[CH:29]=[CH:28][C:5]2[NH:6][C:7]([CH:9]([NH:11][C:12](=[O:27])[C:13]3[CH:18]=[CH:17][C:16]([C:19]([N:21]4[CH2:25][CH:24]=[CH:23][CH2:22]4)=[O:20])=[C:15]([CH3:26])[CH:14]=3)[CH3:10])=[N:8][C:4]=2[CH:3]=1.ClC1C(=O)C(C#N)=C(C#N)C(=O)C=1Cl. Given the product [Cl:1][C:2]1[CH:29]=[CH:28][C:5]2[NH:6][C:7]([CH:9]([NH:11][C:12](=[O:27])[C:13]3[CH:18]=[CH:17][C:16]([C:19]([N:21]4[CH:22]=[CH:23][CH:24]=[CH:25]4)=[O:20])=[C:15]([CH3:26])[CH:14]=3)[CH3:10])=[N:8][C:4]=2[CH:3]=1, predict the reactants needed to synthesize it. (4) Given the product [CH2:1]([NH:5][C:6]1[N:11]=[C:10]([C:12]2[C:13]([C:22]3[CH:27]=[CH:26][C:25]([F:28])=[CH:24][CH:23]=3)=[N:14][N:15]3[C:20]([CH3:29])=[CH:19][CH:18]=[CH:17][C:16]=23)[CH:9]=[CH:8][N:7]=1)[CH2:2][CH2:3][CH3:4], predict the reactants needed to synthesize it. The reactants are: [CH2:1]([NH:5][C:6]1[N:11]=[C:10]([C:12]2[C:13]([C:22]3[CH:27]=[CH:26][C:25]([F:28])=[CH:24][CH:23]=3)=[N:14][N:15]3[C:20](Cl)=[CH:19][CH:18]=[CH:17][C:16]=23)[CH:9]=[CH:8][N:7]=1)[CH2:2][CH2:3][CH3:4].[CH3:29][Zn]C. (5) The reactants are: S(Cl)(Cl)=O.[C:5]1([CH3:11])[CH:10]=[CH:9][CH:8]=[CH:7][CH:6]=1.[C:12]([C:15]1[CH:20]=[CH:19][CH:18]=[C:17]([C:21]([O:23][CH3:24])=[O:22])[N:16]=1)([OH:14])=O.C1(C#C)CCCC1. Given the product [CH:8]1([C:7]#[C:6][C:12]([C:15]2[N:16]=[C:17]([C:21]([O:23][CH3:24])=[O:22])[CH:18]=[CH:19][CH:20]=2)=[O:14])[CH2:9][CH2:10][CH2:5][CH2:11]1, predict the reactants needed to synthesize it. (6) Given the product [C:35]([S:37][CH:6]1[CH2:7][N:8]([C:10]2[S:11][CH:12]=[C:13]([C:15]([N:17]3[CH2:18][CH:19]([NH:21][C:22]([O:24][CH2:25][C:26]4[CH:27]=[CH:28][C:29]([N+:32]([O-:34])=[O:33])=[CH:30][CH:31]=4)=[O:23])[CH2:20]3)=[O:16])[N:14]=2)[CH2:9]1)(=[O:38])[CH3:36], predict the reactants needed to synthesize it. The reactants are: CS(O[CH:6]1[CH2:9][N:8]([C:10]2[S:11][CH:12]=[C:13]([C:15]([N:17]3[CH2:20][CH:19]([NH:21][C:22]([O:24][CH2:25][C:26]4[CH:31]=[CH:30][C:29]([N+:32]([O-:34])=[O:33])=[CH:28][CH:27]=4)=[O:23])[CH2:18]3)=[O:16])[N:14]=2)[CH2:7]1)(=O)=O.[C:35]([O-:38])(=[S:37])[CH3:36].[K+]. (7) The reactants are: [F:1][C:2]1[CH:7]=[CH:6][C:5]([CH2:8][CH2:9][C:10](Cl)=[O:11])=[CH:4][CH:3]=1.[CH3:13][O:14][C:15]1[CH:20]=[CH:19][CH:18]=[CH:17][CH:16]=1. Given the product [F:1][C:2]1[CH:7]=[CH:6][C:5]([CH2:8][CH2:9][C:10]([C:18]2[CH:19]=[CH:20][C:15]([O:14][CH3:13])=[CH:16][CH:17]=2)=[O:11])=[CH:4][CH:3]=1, predict the reactants needed to synthesize it.